From a dataset of NCI-60 drug combinations with 297,098 pairs across 59 cell lines. Regression. Given two drug SMILES strings and cell line genomic features, predict the synergy score measuring deviation from expected non-interaction effect. (1) Drug 2: CC12CCC3C(C1CCC2OP(=O)(O)O)CCC4=C3C=CC(=C4)OC(=O)N(CCCl)CCCl.[Na+]. Synergy scores: CSS=-0.892, Synergy_ZIP=0.861, Synergy_Bliss=1.63, Synergy_Loewe=-4.96, Synergy_HSA=-4.46. Drug 1: C1=CN(C=N1)CC(O)(P(=O)(O)O)P(=O)(O)O. Cell line: PC-3. (2) Drug 1: CCN(CC)CCCC(C)NC1=C2C=C(C=CC2=NC3=C1C=CC(=C3)Cl)OC. Drug 2: COC1=C2C(=CC3=C1OC=C3)C=CC(=O)O2. Cell line: NCI-H460. Synergy scores: CSS=3.29, Synergy_ZIP=17.6, Synergy_Bliss=13.0, Synergy_Loewe=15.3, Synergy_HSA=11.5. (3) Drug 1: C1=CC(=CC=C1CCC2=CNC3=C2C(=O)NC(=N3)N)C(=O)NC(CCC(=O)O)C(=O)O. Cell line: NCI/ADR-RES. Synergy scores: CSS=18.8, Synergy_ZIP=-3.51, Synergy_Bliss=-1.87, Synergy_Loewe=-2.31, Synergy_HSA=0.722. Drug 2: CC(C)(C#N)C1=CC(=CC(=C1)CN2C=NC=N2)C(C)(C)C#N. (4) Drug 1: CC1=C2C(C(=O)C3(C(CC4C(C3C(C(C2(C)C)(CC1OC(=O)C(C(C5=CC=CC=C5)NC(=O)OC(C)(C)C)O)O)OC(=O)C6=CC=CC=C6)(CO4)OC(=O)C)O)C)O. Drug 2: CCN(CC)CCNC(=O)C1=C(NC(=C1C)C=C2C3=C(C=CC(=C3)F)NC2=O)C. Cell line: EKVX. Synergy scores: CSS=4.94, Synergy_ZIP=2.41, Synergy_Bliss=-1.35, Synergy_Loewe=3.62, Synergy_HSA=0.809. (5) Drug 1: CC=C1C(=O)NC(C(=O)OC2CC(=O)NC(C(=O)NC(CSSCCC=C2)C(=O)N1)C(C)C)C(C)C. Drug 2: CN(CC1=CN=C2C(=N1)C(=NC(=N2)N)N)C3=CC=C(C=C3)C(=O)NC(CCC(=O)O)C(=O)O. Cell line: NCI-H322M. Synergy scores: CSS=45.6, Synergy_ZIP=-0.617, Synergy_Bliss=-1.23, Synergy_Loewe=-2.15, Synergy_HSA=-2.60.